This data is from TCR-epitope binding with 47,182 pairs between 192 epitopes and 23,139 TCRs. The task is: Binary Classification. Given a T-cell receptor sequence (or CDR3 region) and an epitope sequence, predict whether binding occurs between them. (1) The epitope is NLSALGIFST. The TCR CDR3 sequence is CASSPPTGAGAGISYTF. Result: 1 (the TCR binds to the epitope). (2) The epitope is KLPDDFTGCV. The TCR CDR3 sequence is CSVRDLHNEQFF. Result: 1 (the TCR binds to the epitope).